This data is from Catalyst prediction with 721,799 reactions and 888 catalyst types from USPTO. The task is: Predict which catalyst facilitates the given reaction. Reactant: [I:1][C:2]1[CH:3]=[CH:4][C:5]2[N:6]([N:8]=[C:9]([C:11]([CH3:18])([CH3:17])[CH2:12][O:13]C(=O)C)[N:10]=2)[CH:7]=1.C([O-])([O-])=O.[K+].[K+]. Product: [I:1][C:2]1[CH:3]=[CH:4][C:5]2[N:6]([N:8]=[C:9]([C:11]([CH3:18])([CH3:17])[CH2:12][OH:13])[N:10]=2)[CH:7]=1. The catalyst class is: 5.